From a dataset of Forward reaction prediction with 1.9M reactions from USPTO patents (1976-2016). Predict the product of the given reaction. Given the reactants [NH2:1][C:2]1[CH:3]=[C:4]([CH:8]=[C:9]([CH:11]=[C:12]([CH3:14])[CH3:13])[CH:10]=1)[C:5]([OH:7])=[O:6].[CH3:15][O:16][C:17]1[N:22]=[C:21]([O:23][CH3:24])[C:20]([C:25]2[CH:34]=[C:33]3[C:28]([C:29](Cl)=[C:30]([C:35]([NH2:37])=[O:36])[CH:31]=[N:32]3)=[CH:27][CH:26]=2)=[CH:19][N:18]=1, predict the reaction product. The product is: [NH2:37][C:35]([C:30]1[CH:31]=[N:32][C:33]2[C:28]([C:29]=1[NH:1][C:2]1[CH:3]=[C:4]([CH:8]=[C:9]([CH:11]=[C:12]([CH3:14])[CH3:13])[CH:10]=1)[C:5]([OH:7])=[O:6])=[CH:27][CH:26]=[C:25]([C:20]1[C:21]([O:23][CH3:24])=[N:22][C:17]([O:16][CH3:15])=[N:18][CH:19]=1)[CH:34]=2)=[O:36].